The task is: Predict the reaction yield, written as a fraction of the theoretical maximum amount of product (1.0 means a 100% yield; for example, 0.34 means a 34% yield).. This data is from Reaction yield outcomes from USPTO patents with 853,638 reactions. (1) The reactants are [CH3:1][N:2]1[CH:6]=[C:5]([C:7]([F:10])([F:9])[F:8])[C:4]([NH:11][C:12]2[N:17]=[C:16]3[N:18](COCC[Si](C)(C)C)[CH:19]=[C:20]([C:21]#[N:22])[C:15]3=[C:14]([C:31]3[CH:32]=[N:33][CH:34]=[C:35]([CH3:37])[CH:36]=3)[CH:13]=2)=[N:3]1.C(N(CC)CC)C.[F-].C([N+](CCCC)(CCCC)CCCC)CCC.O. The catalyst is O1CCCC1. The product is [CH3:1][N:2]1[CH:6]=[C:5]([C:7]([F:8])([F:9])[F:10])[C:4]([NH:11][C:12]2[N:17]=[C:16]3[NH:18][CH:19]=[C:20]([C:21]#[N:22])[C:15]3=[C:14]([C:31]3[CH:32]=[N:33][CH:34]=[C:35]([CH3:37])[CH:36]=3)[CH:13]=2)=[N:3]1. The yield is 0.370. (2) The reactants are Br[C:2]1[CH:7]=[CH:6][C:5]([N:8]2[C:17]3[C:12](=[CH:13][CH:14]=[CH:15][CH:16]=3)[CH2:11][CH2:10][CH2:9]2)=[C:4]([N+:18]([O-:20])=[O:19])[CH:3]=1.B([C:24]1[CH:32]=[C:31]([F:33])[CH:30]=[CH:29][C:25]=1[C:26]([OH:28])=[O:27])(O)O.C([O-])([O-])=O.[K+].[K+].O. The catalyst is CN(C=O)C. The product is [N:8]1([C:5]2[CH:6]=[CH:7][C:2]([C:24]3[C:25]([C:26]([OH:28])=[O:27])=[CH:29][CH:30]=[C:31]([F:33])[CH:32]=3)=[CH:3][C:4]=2[N+:18]([O-:20])=[O:19])[C:17]2[C:12](=[CH:13][CH:14]=[CH:15][CH:16]=2)[CH2:11][CH2:10][CH2:9]1. The yield is 0.720. (3) The reactants are OC1C=CC(CC=O)=CC=1.[OH:11][C:12]1[CH:13]=[C:14]([CH:18]=[CH:19][CH:20]=1)[CH2:15][CH2:16][OH:17].C1C=CN=CC=1.O=S(=O)=O. The catalyst is CS(C)=O. The product is [OH:11][C:12]1[CH:13]=[C:14]([CH2:15][CH:16]=[O:17])[CH:18]=[CH:19][CH:20]=1. The yield is 0.220.